This data is from Forward reaction prediction with 1.9M reactions from USPTO patents (1976-2016). The task is: Predict the product of the given reaction. Given the reactants Br[C:2]1[CH:3]=[C:4]([C:14]([OH:16])=[O:15])[CH:5]=[N:6][C:7]=1[O:8][CH2:9][C:10]([F:13])([F:12])[F:11].[F:17][C:18]1[CH:19]=[C:20](B(O)O)[CH:21]=[CH:22][C:23]=1[F:24], predict the reaction product. The product is: [F:17][C:18]1[CH:19]=[C:20]([C:2]2[C:7]([O:8][CH2:9][C:10]([F:13])([F:12])[F:11])=[N:6][CH:5]=[C:4]([CH:3]=2)[C:14]([OH:16])=[O:15])[CH:21]=[CH:22][C:23]=1[F:24].